Dataset: Forward reaction prediction with 1.9M reactions from USPTO patents (1976-2016). Task: Predict the product of the given reaction. Given the reactants [CH2:1]([O:3][CH2:4][C:5](Cl)=O)[CH3:2].[NH2:8][C:9]1[CH:10]=[N:11][C:12]2[C:17]([C:18]=1[NH:19][CH2:20][C:21]([NH:24][C:25](=[O:31])[O:26][C:27]([CH3:30])([CH3:29])[CH3:28])([CH3:23])[CH3:22])=[CH:16][C:15]([O:32][CH2:33][C:34]1[CH:39]=[CH:38][CH:37]=[CH:36][CH:35]=1)=[CH:14][CH:13]=2.C(N(CC)CC)C, predict the reaction product. The product is: [CH2:33]([O:32][C:15]1[CH:14]=[CH:13][C:12]2[N:11]=[CH:10][C:9]3[N:8]=[C:5]([CH2:4][O:3][CH2:1][CH3:2])[N:19]([CH2:20][C:21]([NH:24][C:25](=[O:31])[O:26][C:27]([CH3:30])([CH3:29])[CH3:28])([CH3:23])[CH3:22])[C:18]=3[C:17]=2[CH:16]=1)[C:34]1[CH:35]=[CH:36][CH:37]=[CH:38][CH:39]=1.